This data is from Catalyst prediction with 721,799 reactions and 888 catalyst types from USPTO. The task is: Predict which catalyst facilitates the given reaction. Reactant: [CH3:1][N:2]([CH2:14][C:15]1[CH:24]=[CH:23][C:18]([C:19](OC)=[O:20])=[CH:17][CH:16]=1)[C:3]1[S:4][CH:5]=[C:6]([C:8]2[CH:13]=[CH:12][CH:11]=[CH:10][CH:9]=2)[N:7]=1.[H-].C([Al+]CC(C)C)C(C)C.CCCCCC.O.O.O.O.O.O.O.O.O.O.[O-]S([O-])(=O)=O.[Na+].[Na+]. Product: [CH3:1][N:2]([CH2:14][C:15]1[CH:16]=[CH:17][C:18]([CH2:19][OH:20])=[CH:23][CH:24]=1)[C:3]1[S:4][CH:5]=[C:6]([C:8]2[CH:9]=[CH:10][CH:11]=[CH:12][CH:13]=2)[N:7]=1. The catalyst class is: 7.